The task is: Predict the product of the given reaction.. This data is from Forward reaction prediction with 1.9M reactions from USPTO patents (1976-2016). (1) Given the reactants CN(C(ON1N=NC2C=CC=NC1=2)=[N+](C)C)C.F[P-](F)(F)(F)(F)F.Cl.[C:26]([O:30][C:31]([NH:33][C:34]1[C:43]2[C:38](=[CH:39][CH:40]=[CH:41][CH:42]=2)[C:37]([O:44][C:45]2[CH:50]=[CH:49][N:48]=[C:47]([NH:51][C:52]3[CH:60]=[CH:59][C:55]([C:56](O)=[O:57])=[C:54]([O:61][CH3:62])[CH:53]=3)[CH:46]=2)=[CH:36][CH:35]=1)=[O:32])([CH3:29])([CH3:28])[CH3:27].Cl.[NH2:64][CH2:65][CH2:66][N:67]1[CH2:72][CH2:71][S:70](=[O:73])[CH2:69][CH2:68]1.CCN(C(C)C)C(C)C, predict the reaction product. The product is: [CH3:62][O:61][C:54]1[CH:53]=[C:52]([NH:51][C:47]2[CH:46]=[C:45]([O:44][C:37]3[C:38]4[C:43](=[CH:42][CH:41]=[CH:40][CH:39]=4)[C:34]([NH:33][C:31](=[O:32])[O:30][C:26]([CH3:28])([CH3:27])[CH3:29])=[CH:35][CH:36]=3)[CH:50]=[CH:49][N:48]=2)[CH:60]=[CH:59][C:55]=1[C:56](=[O:57])[NH:64][CH2:65][CH2:66][N:67]1[CH2:72][CH2:71][S:70](=[O:73])[CH2:69][CH2:68]1. (2) Given the reactants Cl[CH2:2][C:3]1[C:4]([S:9][CH2:10][CH:11]2[CH2:13][CH2:12]2)=[N:5][CH:6]=[CH:7][CH:8]=1.C([O:16][C:17]([CH:19]1[CH2:21][CH:20]1[C:22]1[CH:27]=[CH:26][C:25]([OH:28])=[C:24]([Cl:29])[CH:23]=1)=[O:18])C, predict the reaction product. The product is: [Cl:29][C:24]1[CH:23]=[C:22]([CH:20]2[CH2:21][CH:19]2[C:17]([OH:18])=[O:16])[CH:27]=[CH:26][C:25]=1[O:28][CH2:2][C:3]1[C:4]([S:9][CH2:10][CH:11]2[CH2:13][CH2:12]2)=[N:5][CH:6]=[CH:7][CH:8]=1.